This data is from Full USPTO retrosynthesis dataset with 1.9M reactions from patents (1976-2016). The task is: Predict the reactants needed to synthesize the given product. (1) Given the product [Cl:10][C:11]1[CH:17]=[CH:16][C:14]([NH:15][C:6]2[CH:5]=[C:4]([CH3:9])[N:3]=[C:2]([N:20]3[C:19]([CH3:18])=[CH:23][C:22]([CH3:24])=[N:21]3)[N:7]=2)=[CH:13][CH:12]=1, predict the reactants needed to synthesize it. The reactants are: Cl[C:2]1[N:7]=[C:6](Cl)[CH:5]=[C:4]([CH3:9])[N:3]=1.[Cl:10][C:11]1[CH:17]=[CH:16][C:14]([NH2:15])=[CH:13][CH:12]=1.[CH3:18][C:19]1[CH:23]=[C:22]([CH3:24])[NH:21][N:20]=1. (2) Given the product [Cl:23][C:20]1[CH:21]=[CH:22][C:5]2[N:4]([CH3:24])[C:3](=[O:25])[CH:2]([N:1]=[C:26]=[S:27])[N:8]=[C:7]([C:9]3[C:10]([O:17][CH3:18])=[N:11][C:12]([O:15][CH3:16])=[N:13][CH:14]=3)[C:6]=2[CH:19]=1, predict the reactants needed to synthesize it. The reactants are: [NH2:1][CH:2]1[N:8]=[C:7]([C:9]2[C:10]([O:17][CH3:18])=[N:11][C:12]([O:15][CH3:16])=[N:13][CH:14]=2)[C:6]2[CH:19]=[C:20]([Cl:23])[CH:21]=[CH:22][C:5]=2[N:4]([CH3:24])[C:3]1=[O:25].[C:26](Cl)(Cl)=[S:27].